This data is from Reaction yield outcomes from USPTO patents with 853,638 reactions. The task is: Predict the reaction yield, written as a fraction of the theoretical maximum amount of product (1.0 means a 100% yield; for example, 0.34 means a 34% yield). (1) The reactants are Br[C:2]1([C:8]#[N:9])[CH:7]=[CH:6][CH:5]=[CH:4][NH:3]1.C[Mg+].[Br-:12].[C:13](Cl)(=[O:15])[CH3:14].[C:17](=O)(O)[O-].[Na+]. The catalyst is C1COCC1. The product is [Br:12][C:5]1[CH:6]=[CH:7][C:2]([C:8]([NH:9][C:13](=[O:15])[CH3:14])=[CH2:17])=[N:3][CH:4]=1. The yield is 0.220. (2) The reactants are [CH:1]1([C:7]2[CH:8]=[CH:9][C:10]3[O:14][C:13]([C:15]4[CH:22]=[CH:21][C:18]([CH:19]=O)=[CH:17][CH:16]=4)=[CH:12][C:11]=3[CH:23]=2)[CH2:6][CH2:5][CH2:4][CH2:3][CH2:2]1.C(O)(=O)C.[NH:28]1[CH2:33][CH2:32][CH:31]([C:34]([OH:36])=[O:35])[CH2:30][CH2:29]1.C([BH3-])#N.[Na+]. The product is [CH:1]1([C:7]2[CH:8]=[CH:9][C:10]3[O:14][C:13]([C:15]4[CH:16]=[CH:17][C:18]([CH2:19][N:28]5[CH2:33][CH2:32][CH:31]([C:34]([OH:36])=[O:35])[CH2:30][CH2:29]5)=[CH:21][CH:22]=4)=[CH:12][C:11]=3[CH:23]=2)[CH2:2][CH2:3][CH2:4][CH2:5][CH2:6]1. The catalyst is C(Cl)Cl.CO.CS(C)=O. The yield is 0.510. (3) The reactants are [Br:1][C:2]1[CH:3]=[C:4]2[C:9](=[CH:10][CH:11]=1)[N:8]=[C:7]([C:12]1[CH:17]=[C:16]([O:18][CH3:19])[C:15]([O:20][CH3:21])=[C:14]([O:22][CH3:23])[CH:13]=1)[CH:6]=[C:5]2[C:24](O)=[O:25].Cl.Cl.[NH2:29][CH:30]([CH2:33][C:34]1[C:42]2[C:37](=[CH:38][N:39]=[CH:40][CH:41]=2)[NH:36][CH:35]=1)[CH2:31][OH:32].C1C=CC2N(O)N=NC=2C=1.CCN=C=NCCCN(C)C. The catalyst is CN(C=O)C.O.C(N(CC)CC)C. The product is [OH:32][CH2:31][CH:30]([NH:29][C:24]([C:5]1[C:4]2[C:9](=[CH:10][CH:11]=[C:2]([Br:1])[CH:3]=2)[N:8]=[C:7]([C:12]2[CH:17]=[C:16]([O:18][CH3:19])[C:15]([O:20][CH3:21])=[C:14]([O:22][CH3:23])[CH:13]=2)[CH:6]=1)=[O:25])[CH2:33][C:34]1[C:42]2[C:37](=[CH:38][N:39]=[CH:40][CH:41]=2)[NH:36][CH:35]=1. The yield is 0.480. (4) The reactants are Cl[C:2]1[N:7]=[C:6]([O:8][CH3:9])[N:5]=[C:4]([NH:10][C:11]2[CH:16]=[CH:15][C:14]([N:17]3[CH:21]=[C:20]([CH3:22])[N:19]=[CH:18]3)=[C:13]([O:23][CH3:24])[CH:12]=2)[N:3]=1.C(N(CC)CC)C.[C:32]([O:35][CH2:36]C)(=[O:34])C. The catalyst is CO.ClCCl.[Pd].[Pd].C(=CC(C=CC1C=CC=CC=1)=O)C1C=CC=CC=1.C(=CC(C=CC1C=CC=CC=1)=O)C1C=CC=CC=1.C(=CC(C=CC1C=CC=CC=1)=O)C1C=CC=CC=1. The product is [CH3:36][O:35][C:32]([C:2]1[N:7]=[C:6]([O:8][CH3:9])[N:5]=[C:4]([NH:10][C:11]2[CH:16]=[CH:15][C:14]([N:17]3[CH:21]=[C:20]([CH3:22])[N:19]=[CH:18]3)=[C:13]([O:23][CH3:24])[CH:12]=2)[N:3]=1)=[O:34]. The yield is 0.550. (5) The reactants are [F:1][C:2]1[CH:3]=[C:4]([N+:10]([O-:12])=[O:11])[CH:5]=[C:6]([F:9])[C:7]=1F.[F:13][C:14]1[CH:19]=[CH:18][C:17]([OH:20])=[CH:16][CH:15]=1.C([O-])([O-])=O.[Cs+].[Cs+]. The catalyst is CN(C=O)C. The product is [F:13][C:14]1[CH:19]=[CH:18][C:17]([O:20][C:7]2[C:6]([F:9])=[CH:5][C:4]([N+:10]([O-:12])=[O:11])=[CH:3][C:2]=2[F:1])=[CH:16][CH:15]=1. The yield is 1.05.